Dataset: Full USPTO retrosynthesis dataset with 1.9M reactions from patents (1976-2016). Task: Predict the reactants needed to synthesize the given product. (1) Given the product [CH3:1][O:2][C:3]([C:5]1[C:13]([CH2:14][N:15]2[C:19]3[CH:20]=[CH:21][CH:22]=[CH:23][C:18]=3[NH:17][C:16]2=[O:27])=[C:12]2[C:8]([C:9]([CH3:30])=[C:10]([CH3:29])[N:11]2[CH3:28])=[CH:7][CH:6]=1)=[O:4], predict the reactants needed to synthesize it. The reactants are: [CH3:1][O:2][C:3]([C:5]1[C:13]([CH2:14][N:15]2[C:19]3[CH:20]=[CH:21][CH:22]=[CH:23][C:18]=3[N:17](C(C)=C)[C:16]2=[O:27])=[C:12]2[C:8]([C:9]([CH3:30])=[C:10]([CH3:29])[N:11]2[CH3:28])=[CH:7][CH:6]=1)=[O:4].Cl. (2) The reactants are: [CH3:1][O-:2].[Na+].Cl[C:5]1[N:10]=[N:9][C:8]([N:11]2[C:15]([C:16]3[CH:20]=[CH:19][N:18]([CH3:21])[CH:17]=3)=[CH:14][C:13]([C:22]([O:24]C)=[O:23])=[N:12]2)=[CH:7][CH:6]=1.[OH-].[Na+]. Given the product [CH3:1][O:2][C:5]1[N:10]=[N:9][C:8]([N:11]2[C:15]([C:16]3[CH:20]=[CH:19][N:18]([CH3:21])[CH:17]=3)=[CH:14][C:13]([C:22]([OH:24])=[O:23])=[N:12]2)=[CH:7][CH:6]=1, predict the reactants needed to synthesize it.